Dataset: Forward reaction prediction with 1.9M reactions from USPTO patents (1976-2016). Task: Predict the product of the given reaction. (1) Given the reactants Br[C:2]1[CH:3]=[CH:4][C:5]2[N:9]=[C:8]([CH:10]3[CH2:12][CH2:11]3)[N:7]([C:13]3[N:18]=[CH:17][N:16]=[C:15]([NH2:19])[N:14]=3)[C:6]=2[CH:20]=1.N1CCCCC1.[S:27]1[CH:31]=[CH:30][N:29]=[C:28]1[C@:32]([OH:36])([C:34]#[CH:35])[CH3:33], predict the reaction product. The product is: [NH2:19][C:15]1[N:16]=[CH:17][N:18]=[C:13]([N:7]2[C:6]3[CH:20]=[C:2]([C:35]#[C:34][C@:32]([C:28]4[S:27][CH:31]=[CH:30][N:29]=4)([OH:36])[CH3:33])[CH:3]=[CH:4][C:5]=3[N:9]=[C:8]2[CH:10]2[CH2:12][CH2:11]2)[N:14]=1. (2) Given the reactants [Br:1][C:2]1[CH:11]=[CH:10][C:9]2[O:8][CH2:7][C:6]3[CH:12]=[C:13]([C:15]([O:17]C)=[O:16])[S:14][C:5]=3[C:4]=2[CH:3]=1.[OH-].[K+], predict the reaction product. The product is: [Br:1][C:2]1[CH:11]=[CH:10][C:9]2[O:8][CH2:7][C:6]3[CH:12]=[C:13]([C:15]([OH:17])=[O:16])[S:14][C:5]=3[C:4]=2[CH:3]=1. (3) Given the reactants [F:1][C:2]1[CH:7]=[C:6](B2OC(C)(C)C(C)(C)O2)[CH:5]=[CH:4][C:3]=1[C:17]1[N:18]=[CH:19][C:20]([NH2:23])=[N:21][CH:22]=1.Br[C:25]1[CH:30]=[CH:29][CH:28]=[CH:27][C:26]=1[S:31]([N:34]1[CH2:38][CH2:37][CH2:36][CH2:35]1)(=[O:33])=[O:32], predict the reaction product. The product is: [F:1][C:2]1[CH:7]=[C:6]([C:25]2[CH:30]=[CH:29][CH:28]=[CH:27][C:26]=2[S:31]([N:34]2[CH2:38][CH2:37][CH2:36][CH2:35]2)(=[O:33])=[O:32])[CH:5]=[CH:4][C:3]=1[C:17]1[N:18]=[CH:19][C:20]([NH2:23])=[N:21][CH:22]=1. (4) Given the reactants Br[C:2]1[CH:3]=[C:4]([C:8]([O:10][CH3:11])=[O:9])[S:5][C:6]=1[Cl:7].[CH2:12]([N:14]1[C:18](B2OC(C)(C)C(C)(C)O2)=[C:17]([CH3:28])[CH:16]=[N:15]1)[CH3:13].C(=O)([O-])[O-].[Na+].[Na+], predict the reaction product. The product is: [Cl:7][C:6]1[S:5][C:4]([C:8]([O:10][CH3:11])=[O:9])=[CH:3][C:2]=1[C:18]1[N:14]([CH2:12][CH3:13])[N:15]=[CH:16][C:17]=1[CH3:28].